From a dataset of Forward reaction prediction with 1.9M reactions from USPTO patents (1976-2016). Predict the product of the given reaction. (1) Given the reactants [F:1][C:2]([F:11])([F:10])[C:3]1[CH:8]=[CH:7][N:6]=[C:5]([NH2:9])[N:4]=1.[ClH:12].[H][H], predict the reaction product. The product is: [ClH:12].[F:11][C:2]([F:1])([F:10])[CH:3]1[NH:4][C:5]([NH2:9])=[N:6][CH2:7][CH2:8]1. (2) Given the reactants [CH3:1][O:2][C:3]1[CH:4]=[C:5]([C:11]([C:17]2[CH:22]=[CH:21][C:20](OC)=[C:19](OC)[CH:18]=2)=[CH:12][C:13](OC)=O)[CH:6]=[CH:7][C:8]=1[O:9][CH3:10].COC1C=C(C=CC=1OC)C(C1C=CC=CC=1)=O.C[Si](C)(C)[N-][Si](C)(C)C.[Li+], predict the reaction product. The product is: [CH3:1][O:2][C:3]1[CH:4]=[C:5]([C:11]([C:17]2[CH:18]=[CH:19][CH:20]=[CH:21][CH:22]=2)=[CH:12][CH3:13])[CH:6]=[CH:7][C:8]=1[O:9][CH3:10]. (3) The product is: [N:1]12[CH2:8][CH2:7][CH:4]([CH2:5][CH2:6]1)[CH:3]([C:19]#[N:20])[CH2:2]2. Given the reactants [N:1]12[CH2:8][CH2:7][CH:4]([CH2:5][CH2:6]1)[C:3](=O)[CH2:2]2.C1(C)C=CC(S([CH2:19][N+:20]#[C-])(=O)=O)=CC=1.COCCOC.CC(C)([O-])C.[K+], predict the reaction product.